From a dataset of Peptide-MHC class I binding affinity with 185,985 pairs from IEDB/IMGT. Regression. Given a peptide amino acid sequence and an MHC pseudo amino acid sequence, predict their binding affinity value. This is MHC class I binding data. (1) The peptide sequence is FHKRDMRLL. The MHC is HLA-B18:01 with pseudo-sequence HLA-B18:01. The binding affinity (normalized) is 0.0847. (2) The peptide sequence is SYLNVSDFR. The MHC is HLA-A03:01 with pseudo-sequence HLA-A03:01. The binding affinity (normalized) is 0. (3) The peptide sequence is QTMLFTMLR. The MHC is HLA-A31:01 with pseudo-sequence HLA-A31:01. The binding affinity (normalized) is 1.00.